From a dataset of Forward reaction prediction with 1.9M reactions from USPTO patents (1976-2016). Predict the product of the given reaction. Given the reactants C[C:2]([C:9]1[C:10]([C:22]2[O:23][CH:24]=[CH:25][CH:26]=2)=[C:11]2[C:18]3[CH2:19][CH2:20][CH2:21][C:17]=3[S:16][C:12]2=[N:13][C:14]=1[CH3:15])([CH2:6][CH2:7][CH3:8])[C:3]([O-:5])=[O:4].[OH-].[Na+].Cl, predict the reaction product. The product is: [CH3:15][C:14]1[N:13]=[C:12]2[S:16][C:17]3[CH2:21][CH2:20][CH2:19][C:18]=3[C:11]2=[C:10]([C:22]2[O:23][CH:24]=[CH:25][CH:26]=2)[C:9]=1[CH:2]([CH2:6][CH2:7][CH3:8])[C:3]([OH:5])=[O:4].